From a dataset of Catalyst prediction with 721,799 reactions and 888 catalyst types from USPTO. Predict which catalyst facilitates the given reaction. (1) Reactant: N(C(N1CCCCC1)=O)=NC(N1CCCCC1)=O.C(P(CCCC)CCCC)CCC.[CH2:32]([O:39][CH2:40][C@H:41]1[CH2:43][C@@H:42]1[C:44]1[CH:45]=[C:46]([OH:50])[CH:47]=[N:48][CH:49]=1)[C:33]1[CH:38]=[CH:37][CH:36]=[CH:35][CH:34]=1.[C:51]([O:55][C:56]([N:58]1[CH2:61][CH2:60][C@H:59]1[CH2:62]O)=[O:57])([CH3:54])([CH3:53])[CH3:52]. Product: [C:51]([O:55][C:56]([N:58]1[CH2:61][CH2:60][C@H:59]1[CH2:62][O:50][C:46]1[CH:47]=[N:48][CH:49]=[C:44]([C@H:42]2[CH2:43][C@@H:41]2[CH2:40][O:39][CH2:32][C:33]2[CH:34]=[CH:35][CH:36]=[CH:37][CH:38]=2)[CH:45]=1)=[O:57])([CH3:54])([CH3:52])[CH3:53]. The catalyst class is: 11. (2) Product: [CH2:15]([O:14][C:12]([N:7]1[CH2:8][C@@H:9]([CH3:11])[CH2:10][C@H:5]([C:3]([OH:4])=[O:2])[CH2:6]1)=[O:13])[C:16]1[CH:17]=[CH:18][CH:19]=[CH:20][CH:21]=1. The catalyst class is: 24. Reactant: C[O:2][C:3]([C@H:5]1[CH2:10][C@@H:9]([CH3:11])[CH2:8][N:7]([C:12]([O:14][CH2:15][C:16]2[CH:21]=[CH:20][CH:19]=[CH:18][CH:17]=2)=[O:13])[CH2:6]1)=[O:4].[OH-].[Na+]. (3) Reactant: [C:1]([C:5]1[CH:6]=[CH:7][C:8]([CH3:22])=[C:9]([CH:21]=1)[O:10][C:11]1[S:12][CH:13]=[C:14]([C:16]([O:18]CC)=O)[N:15]=1)([CH3:4])([CH3:3])[CH3:2].[C:23]([O:27][CH2:28][CH2:29][O:30][C:31]1[N:36]=[C:35]([O:37][CH3:38])[C:34]([NH2:39])=[C:33]([O:40][CH3:41])[N:32]=1)([CH3:26])([CH3:25])[CH3:24].C(N(CC)CC)C. Product: [C:23]([O:27][CH2:28][CH2:29][O:30][C:31]1[N:36]=[C:35]([O:37][CH3:38])[C:34]([NH:39][C:16]([C:14]2[N:15]=[C:11]([O:10][C:9]3[CH:21]=[C:5]([C:1]([CH3:2])([CH3:3])[CH3:4])[CH:6]=[CH:7][C:8]=3[CH3:22])[S:12][CH:13]=2)=[O:18])=[C:33]([O:40][CH3:41])[N:32]=1)([CH3:26])([CH3:25])[CH3:24]. The catalyst class is: 4. (4) Reactant: [CH2:1]([C:3]1[C:4](C(O)=O)=[CH:5][N:6]2[C:11]=1[C:10]([NH:12][C:13]1[CH:14]=[N:15][C:16]([O:19][CH3:20])=[CH:17][CH:18]=1)=[N:9][CH:8]=[N:7]2)[CH3:2].C([N:26]([CH2:29]C)CC)C.C1(P(N=[N+]=[N-])(C2C=CC=CC=2)=[O:38])C=CC=CC=1.[CH2:48]([OH:55])[C:49]1[CH:54]=[CH:53][CH:52]=[CH:51][CH:50]=1. Product: [C:49]1([CH2:48][O:55][C:29](=[O:38])[NH:26][C:4]2[C:3]([CH2:1][CH3:2])=[C:11]3[N:6]([CH:5]=2)[N:7]=[CH:8][N:9]=[C:10]3[NH:12][C:13]2[CH:14]=[N:15][C:16]([O:19][CH3:20])=[CH:17][CH:18]=2)[CH:54]=[CH:53][CH:52]=[CH:51][CH:50]=1. The catalyst class is: 12. (5) Reactant: [CH3:1][O:2][C:3]1[CH:8]=[CH:7][NH:6][C:5](=[O:9])[CH:4]=1.C([Li:14])CCC.[C:15](=[O:17])=[O:16]. Product: [Li+:14].[Li+:14].[OH:9][C:5]1[N:6]=[CH:7][CH:8]=[C:3]([O:2][CH3:1])[C:4]=1[C:15]([O-:17])=[O:16].[OH:9][C:5]1[N:6]=[CH:7][CH:8]=[C:3]([O:2][CH3:1])[C:4]=1[C:15]([O-:17])=[O:16]. The catalyst class is: 1. (6) Reactant: [F:1][C:2]([F:12])([F:11])[O:3][C:4]1[CH:9]=[CH:8][C:7]([OH:10])=[CH:6][CH:5]=1.F[C:14]1[CH:19]=[CH:18][CH:17]=[CH:16][C:15]=1[N+:20]([O-:22])=[O:21].C(=O)([O-])[O-].[K+].[K+].C(Cl)Cl. Product: [F:1][C:2]([F:11])([F:12])[O:3][C:4]1[CH:5]=[CH:6][C:7]([O:10][C:14]2[CH:19]=[CH:18][CH:17]=[CH:16][C:15]=2[N+:20]([O-:22])=[O:21])=[CH:8][CH:9]=1. The catalyst class is: 3. (7) Reactant: [NH2:1][CH2:2][C@@H:3]([OH:5])[CH3:4].C([O-])([O-])=O.[K+].[K+].[Br:12][C:13]1[CH:14]=[C:15]([CH:20]=[CH:21][C:22]=1[CH2:23]Br)[C:16]([O:18][CH3:19])=[O:17]. Product: [Br:12][C:13]1[CH:14]=[C:15]([CH:20]=[CH:21][C:22]=1[CH2:23][NH:1][CH2:2][C@@H:3]([OH:5])[CH3:4])[C:16]([O:18][CH3:19])=[O:17]. The catalyst class is: 23. (8) Reactant: [F:1][CH:2]([F:15])[C:3]1[CH:7]=[C:6]([CH:8]([F:10])[F:9])[N:5]([CH2:11][C:12]([OH:14])=O)[N:4]=1.[Cl-].[F:17][C:18]1[CH:23]=[C:22]([NH:24][S:25]([CH3:28])(=[O:27])=[O:26])[CH:21]=[C:20]([F:29])[C:19]=1[CH:30]1[O:34][N:33]=[C:32]([C:35]2[N:36]=[C:37]([CH:40]3[CH2:45][CH2:44][NH2+:43][CH2:42][CH2:41]3)[S:38][CH:39]=2)[CH2:31]1.F[P-](F)(F)(F)(F)F.Br[P+](N1CCCC1)(N1CCCC1)N1CCCC1.C(=O)([O-])O.[Na+]. Product: [F:15][CH:2]([F:1])[C:3]1[CH:7]=[C:6]([CH:8]([F:9])[F:10])[N:5]([CH2:11][C:12]([N:43]2[CH2:44][CH2:45][CH:40]([C:37]3[S:38][CH:39]=[C:35]([C:32]4[CH2:31][CH:30]([C:19]5[C:20]([F:29])=[CH:21][C:22]([NH:24][S:25]([CH3:28])(=[O:27])=[O:26])=[CH:23][C:18]=5[F:17])[O:34][N:33]=4)[N:36]=3)[CH2:41][CH2:42]2)=[O:14])[N:4]=1. The catalyst class is: 236.